This data is from Catalyst prediction with 721,799 reactions and 888 catalyst types from USPTO. The task is: Predict which catalyst facilitates the given reaction. (1) Reactant: [CH2:1]([O:3][C:4](=[O:22])[CH2:5][CH2:6][CH:7]([C:13]1[CH:18]=[CH:17][CH:16]=[CH:15][C:14]=1[N+:19]([O-:21])=[O:20])[O:8][Si](C)(C)C)[CH3:2].[Cr](Cl)([O-])(=O)=O.[NH+]1C=CC=CC=1. Product: [CH2:1]([O:3][C:4](=[O:22])[CH2:5][CH2:6][C:7]([C:13]1[CH:18]=[CH:17][CH:16]=[CH:15][C:14]=1[N+:19]([O-:21])=[O:20])=[O:8])[CH3:2]. The catalyst class is: 2. (2) Reactant: [CH3:1][O:2][C:3](=[O:24])[CH:4]([N:9]1[CH:14]=[CH:13][C:12]([O:15]CC2C=CC=CC=2)=[CH:11][C:10]1=[O:23])[CH2:5][CH:6]([CH3:8])[CH3:7]. Product: [CH3:1][O:2][C:3](=[O:24])[CH:4]([N:9]1[CH:14]=[CH:13][C:12]([OH:15])=[CH:11][C:10]1=[O:23])[CH2:5][CH:6]([CH3:8])[CH3:7]. The catalyst class is: 19. (3) Reactant: Br[C:2]1[CH:3]=[N:4][C:5]2[C:10]([CH:11]=1)=[CH:9][C:8]([CH2:12][N:13]1[C:17]3=[N:18][C:19](Br)=[CH:20][N:21]=[C:16]3[N:15]=[N:14]1)=[CH:7][CH:6]=2.C([Sn](CCCC)(CCCC)C([O:30][CH2:31][CH3:32])=C)CCC.[CH3:41][CH2:42][O:43]C(C)=O. Product: [C:42]([C:19]1[N:18]=[C:17]2[N:13]([CH2:12][C:8]3[CH:9]=[C:10]4[C:5](=[CH:6][CH:7]=3)[N:4]=[CH:3][C:2]([C:31](=[O:30])[CH3:32])=[CH:11]4)[N:14]=[N:15][C:16]2=[N:21][CH:20]=1)(=[O:43])[CH3:41]. The catalyst class is: 128. (4) Reactant: [CH3:1][S:2][C:3]1[N:8]=[C:7](Cl)[C:6]([CH3:10])=[CH:5][N:4]=1.[CH3:11][NH2:12].C(Cl)Cl.CO. Product: [CH3:1][S:2][C:3]1[N:8]=[C:7]([NH:12][CH3:11])[C:6]([CH3:10])=[CH:5][N:4]=1. The catalyst class is: 8. (5) Reactant: [CH2:1]([O:8][C:9]1[C:14]([O:15][CH3:16])=[CH:13][CH:12]=[CH:11][C:10]=1[CH2:17][CH:18]([OH:21])[CH2:19][OH:20])[C:2]1[CH:7]=[CH:6][CH:5]=[CH:4][CH:3]=1.[Si:22](Cl)([C:25]([CH3:28])([CH3:27])[CH3:26])([CH3:24])[CH3:23].C(N(CC)CC)C. Product: [CH2:1]([O:8][C:9]1[C:14]([O:15][CH3:16])=[CH:13][CH:12]=[CH:11][C:10]=1[CH2:17][CH:18]([OH:21])[CH2:19][O:20][Si:22]([C:25]([CH3:28])([CH3:27])[CH3:26])([CH3:24])[CH3:23])[C:2]1[CH:3]=[CH:4][CH:5]=[CH:6][CH:7]=1. The catalyst class is: 546. (6) Reactant: [CH2:1]([O:3][C:4](=[O:18])[CH2:5][C:6]1[N:14]2[C:9]([CH:10]=[C:11]([C:15]#[N:16])[CH:12]=[CH:13]2)=[CH:8][C:7]=1[CH3:17])[CH3:2].[Cl:19][C:20]1[CH:27]=[CH:26][C:23]([CH:24]=O)=[CH:22][CH:21]=1.C([SiH](CC)CC)C.FC(F)(F)C(O)=O. Product: [CH2:1]([O:3][C:4](=[O:18])[CH2:5][C:6]1[N:14]2[C:9]([CH:10]=[C:11]([C:15]#[N:16])[CH:12]=[CH:13]2)=[C:8]([CH2:24][C:23]2[CH:26]=[CH:27][C:20]([Cl:19])=[CH:21][CH:22]=2)[C:7]=1[CH3:17])[CH3:2]. The catalyst class is: 26. (7) Product: [Br:8][C:5]1[CH:6]=[CH:7][C:2]([C:12]([C:14]2[C:19]([OH:20])=[CH:18][CH:17]=[CH:16][N:15]=2)=[O:22])=[CH:3][CH:4]=1. The catalyst class is: 1. Reactant: Br[C:2]1[CH:7]=[CH:6][C:5]([Br:8])=[CH:4][CH:3]=1.II.[Mg].[C:12]([C:14]1[C:19]([OH:20])=[CH:18][CH:17]=[CH:16][N:15]=1)#N.S(=O)(=O)(O)[OH:22].[OH-].[Na+]. (8) Reactant: S(=O)(=O)(O)O.N[C:7]1[CH:8]=[N:9][N:10]([CH2:13][CH2:14][OH:15])[C:11]=1[NH2:12].C([N:18](C(C)C)C(C)C)C.[C:25]([O:29][C:30]([NH:32][CH2:33][CH2:34][C:35](ON1C(=O)CCC1=O)=[O:36])=[O:31])([CH3:28])([CH3:27])[CH3:26].C(=O)([O-])O.[Na+]. Product: [NH2:12][C:11]1[N:10]([CH2:13][CH2:14][OH:15])[N:9]=[C:8]([NH2:18])[C:7]=1[C:35](=[O:36])[CH2:34][CH2:33][NH:32][C:30]([O:29][C:25]([CH3:27])([CH3:26])[CH3:28])=[O:31]. The catalyst class is: 448. (9) Reactant: [C:1]12([NH:7][C:8]3[C:13]([C:14]#[N:15])=[CH:12][N:11]=[C:10]([S:16][CH3:17])[N:9]=3)[CH2:6][CH:4]([CH2:5]1)[CH2:3][CH2:2]2.[OH:18]O.[OH-].[Na+]. Product: [C:1]12([NH:7][C:8]3[C:13]([C:14]([NH2:15])=[O:18])=[CH:12][N:11]=[C:10]([S:16][CH3:17])[N:9]=3)[CH2:5][CH:4]([CH2:6]1)[CH2:3][CH2:2]2. The catalyst class is: 16.